Dataset: Plasma protein binding rate (PPBR) regression data from AstraZeneca. Task: Regression/Classification. Given a drug SMILES string, predict its absorption, distribution, metabolism, or excretion properties. Task type varies by dataset: regression for continuous measurements (e.g., permeability, clearance, half-life) or binary classification for categorical outcomes (e.g., BBB penetration, CYP inhibition). For this dataset (ppbr_az), we predict Y. (1) The compound is Cc1ccc(-c2ccc3c(ccc4sc5c(c43)NC[C@@H](C)NC5=O)n2)cn1. The Y is 84.9 %. (2) The molecule is NC1=Nc2ccccc2Sc2cccc(F)c21. The Y is 94.3 %. (3) The compound is O=C(O)c1ccc2[nH]c(C(F)(F)F)nc2c1. The Y is 89.9 %. (4) The compound is CCC[C@H](c1ccc(C(=O)O)c(Oc2cccc(Cl)c2)c1)N1CCC[C@H](n2cc(C)c(=O)[nH]c2=O)C1. The Y is 98.8 %. (5) The molecule is NCCCCCc1c[nH]c2ccc(F)cc12. The Y is 64.0 %. (6) The molecule is C[C@@](C(=O)O[C@H]1C[N+]2(CCCOc3ccc(F)cc3)CCC1CC2)(c1ccccc1)N1CCCCC1. The Y is 96.9 %. (7) The compound is CN(C(=O)Cc1ccc(-n2cnnn2)cc1)C1CCN(Cc2ccc(C(F)(F)F)cc2)CC1. The Y is 91.3 %.